The task is: Predict the reactants needed to synthesize the given product.. This data is from Full USPTO retrosynthesis dataset with 1.9M reactions from patents (1976-2016). (1) Given the product [CH2:25]([NH:24][C:22]1[C:23]2[C:15]([C:9]3[CH:10]=[CH:11][CH:12]=[CH:13][CH:14]=3)=[C:16]([C:29]3[CH:34]=[CH:33][C:32]([N+:7]([O-:8])=[O:6])=[CH:31][CH:30]=3)[O:17][C:18]=2[N:19]=[CH:20][N:21]=1)[CH:26]([CH3:28])[CH3:27], predict the reactants needed to synthesize it. The reactants are: F[B-](F)(F)F.[O:6]=[N+:7]=[O:8].[C:9]1([C:15]2[C:23]3[C:22]([NH:24][CH2:25][CH:26]([CH3:28])[CH3:27])=[N:21][CH:20]=[N:19][C:18]=3[O:17][C:16]=2[C:29]2[CH:34]=[CH:33][CH:32]=[CH:31][CH:30]=2)[CH:14]=[CH:13][CH:12]=[CH:11][CH:10]=1.O. (2) Given the product [C:1]([CH2:4][CH2:5][NH:6][C:7]1[CH:12]=[CH:11][C:10]([C:13]2[CH:14]=[C:15]([C:20]3[CH:21]=[CH:22][C:23]([C:26]([O:28][CH2:29][CH3:30])=[O:27])=[CH:24][CH:25]=3)[CH:16]=[CH:17][C:18]=2[O:19][CH2:42][CH2:43][CH2:44][CH2:45][O:46][Si:47]([C:50]([CH3:51])([CH3:53])[CH3:52])([CH3:48])[CH3:49])=[CH:9][C:8]=1[C:31]([CH3:33])([CH3:32])[CH3:34])(=[O:3])[CH3:2], predict the reactants needed to synthesize it. The reactants are: [C:1]([CH2:4][CH2:5][NH:6][C:7]1[CH:12]=[CH:11][C:10]([C:13]2[CH:14]=[C:15]([C:20]3[CH:25]=[CH:24][C:23]([C:26]([O:28][CH2:29][CH3:30])=[O:27])=[CH:22][CH:21]=3)[CH:16]=[CH:17][C:18]=2[OH:19])=[CH:9][C:8]=1[C:31]([CH3:34])([CH3:33])[CH3:32])(=[O:3])[CH3:2].C(=O)([O-])[O-].[Cs+].[Cs+].Br[CH2:42][CH2:43][CH2:44][CH2:45][O:46][Si:47]([C:50]([CH3:53])([CH3:52])[CH3:51])([CH3:49])[CH3:48]. (3) Given the product [CH:1]1[C:10]2[C:5](=[CH:6][CH:7]=[CH:8][CH:9]=2)[CH:4]=[CH:3][C:2]=1[C:11]1([CH2:16][O:17][S:33]([CH3:36])(=[O:34])=[O:32])[CH2:15][CH2:14][CH2:13][CH2:12]1, predict the reactants needed to synthesize it. The reactants are: [CH:1]1[C:10]2[C:5](=[CH:6][CH:7]=[CH:8][CH:9]=2)[CH:4]=[CH:3][C:2]=1[C:11]1([CH2:16][OH:17])[CH2:15][CH2:14][CH2:13][CH2:12]1.ClC1C=CC(Cl)=CC=1C1(C[O:32][S:33]([CH3:36])(=O)=[O:34])CCCC1.